From a dataset of Catalyst prediction with 721,799 reactions and 888 catalyst types from USPTO. Predict which catalyst facilitates the given reaction. (1) Reactant: [NH:1]1[CH2:5][CH2:4][CH2:3][C:2]1=[O:6].[H-].[Na+].[Br:9][C:10]1[CH:15]=[CH:14][CH:13]=[C:12]([CH2:16]Br)[CH:11]=1. Product: [Br:9][C:10]1[CH:11]=[C:12]([CH:13]=[CH:14][CH:15]=1)[CH2:16][N:1]1[CH2:5][CH2:4][CH2:3][C:2]1=[O:6]. The catalyst class is: 3. (2) Reactant: [Br:1][C:2]1[CH:8]=[C:7]([N+:9]([O-])=O)[C:5]([NH2:6])=[C:4]([CH3:12])[CH:3]=1.Cl[Sn]Cl. Product: [Br:1][C:2]1[CH:8]=[C:7]([NH2:9])[C:5]([NH2:6])=[C:4]([CH3:12])[CH:3]=1. The catalyst class is: 14.